From a dataset of Forward reaction prediction with 1.9M reactions from USPTO patents (1976-2016). Predict the product of the given reaction. (1) Given the reactants [CH:1]([C:4]1[C:8]([CH2:9][CH2:10][CH2:11][OH:12])=[CH:7][N:6]([C:13]2[CH:18]=[CH:17][C:16]([Cl:19])=[CH:15][N:14]=2)[N:5]=1)([CH3:3])[CH3:2].O[C:21]1[CH:26]=[CH:25][CH:24]=[CH:23][C:22]=1[CH2:27][C:28]([O:30][CH3:31])=[O:29].C(P(CCCC)CCCC)CCC.N(C(N1CCCCC1)=O)=NC(N1CCCCC1)=O, predict the reaction product. The product is: [Cl:19][C:16]1[CH:17]=[CH:18][C:13]([N:6]2[CH:7]=[C:8]([CH2:9][CH2:10][CH2:11][O:12][C:21]3[CH:26]=[CH:25][CH:24]=[CH:23][C:22]=3[CH2:27][C:28]([O:30][CH3:31])=[O:29])[C:4]([CH:1]([CH3:3])[CH3:2])=[N:5]2)=[N:14][CH:15]=1. (2) Given the reactants [C:1]([Si:5]([C:23]1[CH:28]=[CH:27][CH:26]=[CH:25][CH:24]=1)([C:17]1[CH:22]=[CH:21][CH:20]=[CH:19][CH:18]=1)[O:6][CH2:7][CH2:8][C:9]([C:11]1[CH:16]=[CH:15][CH:14]=[CH:13][CH:12]=1)=[CH2:10])([CH3:4])([CH3:3])[CH3:2].[N+](=[C:31]([C:36]([O:38][CH3:39])=[O:37])[C:32]([O:34][CH3:35])=[O:33])=[N-], predict the reaction product. The product is: [CH3:35][O:34][C:32]([C:31]1([C:36]([O:38][CH3:39])=[O:37])[CH2:10][C:9]1([CH2:8][CH2:7][O:6][Si:5]([C:1]([CH3:2])([CH3:4])[CH3:3])([C:17]1[CH:18]=[CH:19][CH:20]=[CH:21][CH:22]=1)[C:23]1[CH:24]=[CH:25][CH:26]=[CH:27][CH:28]=1)[C:11]1[CH:12]=[CH:13][CH:14]=[CH:15][CH:16]=1)=[O:33]. (3) Given the reactants [CH3:1][CH:2]([CH3:28])[CH2:3][CH2:4][O:5][C:6]1[CH:11]=[CH:10][C:9]([NH:12][C:13](=[O:24])[CH2:14][O:15][C:16]2[CH:21]=[CH:20][CH:19]=[C:18]([O:22][CH3:23])[CH:17]=2)=[C:8]([N+:25]([O-])=O)[CH:7]=1, predict the reaction product. The product is: [NH2:25][C:8]1[CH:7]=[C:6]([O:5][CH2:4][CH2:3][CH:2]([CH3:28])[CH3:1])[CH:11]=[CH:10][C:9]=1[NH:12][C:13](=[O:24])[CH2:14][O:15][C:16]1[CH:21]=[CH:20][CH:19]=[C:18]([O:22][CH3:23])[CH:17]=1.